From a dataset of Full USPTO retrosynthesis dataset with 1.9M reactions from patents (1976-2016). Predict the reactants needed to synthesize the given product. (1) Given the product [Cl:46][C:41]1[CH:42]=[CH:43][CH:44]=[CH:45][C:40]=1[O:39][C:37]([N:34]1[CH2:33][CH2:32][CH:31]([CH2:28][C:29]#[C:30][C@@:9]2([N:8]3[C:18]4[N:19]=[CH:2][N:3]=[C:4]([NH2:20])[C:5]=4[N:6]=[CH:7]3)[O:17][C@H:14]([CH2:15][OH:16])[C@@H:12]([OH:13])[C@H:10]2[OH:11])[CH2:36][CH2:35]1)=[O:38], predict the reactants needed to synthesize it. The reactants are: I[C:2]1[N:3]=[C:4]([NH2:20])[C:5]2[N:6]=[CH:7][N:8]([C:18]=2[N:19]=1)[C@@H:9]1[O:17][C@H:14]([CH2:15][OH:16])[C@@H:12]([OH:13])[C@H:10]1[OH:11].C(N(CC)CC)C.[CH2:28]([CH:31]1[CH2:36][CH2:35][N:34]([C:37]([O:39][C:40]2[CH:45]=[CH:44][CH:43]=[CH:42][C:41]=2[Cl:46])=[O:38])[CH2:33][CH2:32]1)[C:29]#[CH:30]. (2) Given the product [F:8][C:7]1[C:2]([O:27][C:24]2[CH:25]=[C:26]3[C:21](=[CH:22][CH:23]=2)[N:20]=[CH:19][N:18]=[C:17]3[NH:9][C:10]2[CH:14]=[CH:13][N:12]([CH3:15])[N:11]=2)=[N:3][CH:4]=[CH:5][CH:6]=1, predict the reactants needed to synthesize it. The reactants are: Cl[C:2]1[C:7]([F:8])=[CH:6][CH:5]=[CH:4][N:3]=1.[NH2:9][C:10]1[CH:14]=[CH:13][N:12]([CH3:15])[N:11]=1.Cl[C:17]1[C:26]2[C:21](=[CH:22][CH:23]=[C:24]([OH:27])[CH:25]=2)[N:20]=[CH:19][N:18]=1. (3) Given the product [F:13][C:14]1[CH:15]=[C:16]([C:17]#[N:18])[CH:19]=[CH:20][C:21]=1[CH:22]1[N:26]2[CH:27]=[N:28][CH:29]=[C:25]2[C:24]2([CH2:1][CH2:30]2)[CH2:23]1, predict the reactants needed to synthesize it. The reactants are: [C:1](O)(C(F)(F)F)=O.[Zn](CC)CC.[F:13][C:14]1[CH:15]=[C:16]([CH:19]=[CH:20][C:21]=1[CH:22]1[N:26]2[CH:27]=[N:28][CH:29]=[C:25]2[C:24](=[CH2:30])[CH2:23]1)[C:17]#[N:18]. (4) The reactants are: [Br:1][C:2]1[C:3]2[N:10]([CH2:11][CH3:12])[C:9]([CH:13]3[NH:17][O:16][NH:15][CH:14]3[NH2:18])=[N:8][C:4]=2[CH:5]=[N:6][CH:7]=1.[C:19](O[C:19]([O:21][C:22]([CH3:25])([CH3:24])[CH3:23])=[O:20])([O:21][C:22]([CH3:25])([CH3:24])[CH3:23])=[O:20]. Given the product [C:22]([O:21][C:19](=[O:20])[NH:18][C:14]1[C:13]([C:9]2[N:10]([CH2:11][CH3:12])[C:3]3[C:2]([Br:1])=[CH:7][N:6]=[CH:5][C:4]=3[N:8]=2)=[N:17][O:16][N:15]=1)([CH3:25])([CH3:24])[CH3:23], predict the reactants needed to synthesize it. (5) Given the product [CH3:27][C:5]1[C:6]([NH:8][CH:9]2[CH2:26][CH2:25][C:12]3([CH2:17][CH2:16][N:15]([C:18]([O:20][C:21]([CH3:24])([CH3:23])[CH3:22])=[O:19])[CH2:14][CH2:13]3)[CH2:11][CH2:10]2)=[N:7][C:2]([NH:35][C:33]2[CH:32]=[N:31][N:30]([CH3:29])[CH:34]=2)=[N:3][CH:4]=1, predict the reactants needed to synthesize it. The reactants are: Cl[C:2]1[N:7]=[C:6]([NH:8][CH:9]2[CH2:26][CH2:25][C:12]3([CH2:17][CH2:16][N:15]([C:18]([O:20][C:21]([CH3:24])([CH3:23])[CH3:22])=[O:19])[CH2:14][CH2:13]3)[CH2:11][CH2:10]2)[C:5]([CH3:27])=[CH:4][N:3]=1.Cl.[CH3:29][N:30]1[CH:34]=[C:33]([NH2:35])[CH:32]=[N:31]1.CCN(C(C)C)C(C)C.